Dataset: M1 muscarinic receptor antagonist screen with 61,756 compounds. Task: Binary Classification. Given a drug SMILES string, predict its activity (active/inactive) in a high-throughput screening assay against a specified biological target. The drug is O(c1ccc(C(N2CCCC2)CNC(=O)c2cc(N(C)C)ccc2)cc1)C. The result is 0 (inactive).